Dataset: NCI-60 drug combinations with 297,098 pairs across 59 cell lines. Task: Regression. Given two drug SMILES strings and cell line genomic features, predict the synergy score measuring deviation from expected non-interaction effect. (1) Drug 1: CC1C(C(CC(O1)OC2CC(CC3=C2C(=C4C(=C3O)C(=O)C5=C(C4=O)C(=CC=C5)OC)O)(C(=O)C)O)N)O.Cl. Drug 2: CC1C(C(CC(O1)OC2CC(CC3=C2C(=C4C(=C3O)C(=O)C5=CC=CC=C5C4=O)O)(C(=O)C)O)N)O. Cell line: RXF 393. Synergy scores: CSS=53.2, Synergy_ZIP=-3.20, Synergy_Bliss=-0.189, Synergy_Loewe=2.78, Synergy_HSA=3.32. (2) Drug 1: CCC1(CC2CC(C3=C(CCN(C2)C1)C4=CC=CC=C4N3)(C5=C(C=C6C(=C5)C78CCN9C7C(C=CC9)(C(C(C8N6C)(C(=O)OC)O)OC(=O)C)CC)OC)C(=O)OC)O.OS(=O)(=O)O. Drug 2: C1CC(=O)NC(=O)C1N2C(=O)C3=CC=CC=C3C2=O. Cell line: SF-539. Synergy scores: CSS=6.60, Synergy_ZIP=3.48, Synergy_Bliss=5.62, Synergy_Loewe=5.28, Synergy_HSA=4.49.